This data is from Forward reaction prediction with 1.9M reactions from USPTO patents (1976-2016). The task is: Predict the product of the given reaction. (1) Given the reactants C(OC(=O)[NH:7][CH2:8][C:9](=[O:27])[NH:10][C:11]1[CH:19]=[CH:18][CH:17]=[C:16]2[C:12]=1[CH:13]=[N:14][N:15]2[CH2:20][CH2:21][N:22]1[CH2:26][CH2:25][CH2:24][CH2:23]1)(C)(C)C.[ClH:29], predict the reaction product. The product is: [NH2:7][CH2:8][C:9]([NH:10][C:11]1[CH:19]=[CH:18][CH:17]=[C:16]2[C:12]=1[CH:13]=[N:14][N:15]2[CH2:20][CH2:21][N:22]1[CH2:23][CH2:24][CH2:25][CH2:26]1)=[O:27].[ClH:29]. (2) Given the reactants [OH:1][C:2]1[CH:7]=[CH:6][C:5]([C:8]2[C:17]3[C:12](=[C:13]([C:18]([F:21])([F:20])[F:19])[CH:14]=[CH:15][CH:16]=3)[N:11]=[CH:10][C:9]=2[C:22]([C:24]2[CH:29]=[CH:28][CH:27]=[CH:26][CH:25]=2)=[O:23])=[CH:4][CH:3]=1.Br[CH2:31][C:32]1[CH:41]=[CH:40][C:35]([C:36]([O:38]C)=[O:37])=[CH:34][CH:33]=1.C([O-])([O-])=O.[K+].[K+], predict the reaction product. The product is: [C:22]([C:9]1[CH:10]=[N:11][C:12]2[C:17]([C:8]=1[C:5]1[CH:4]=[CH:3][C:2]([O:1][CH2:31][C:32]3[CH:41]=[CH:40][C:35]([C:36]([OH:38])=[O:37])=[CH:34][CH:33]=3)=[CH:7][CH:6]=1)=[CH:16][CH:15]=[CH:14][C:13]=2[C:18]([F:21])([F:19])[F:20])(=[O:23])[C:24]1[CH:25]=[CH:26][CH:27]=[CH:28][CH:29]=1.